Dataset: Full USPTO retrosynthesis dataset with 1.9M reactions from patents (1976-2016). Task: Predict the reactants needed to synthesize the given product. (1) Given the product [F:1][C:2]1[CH:3]=[C:4]2[C:5](=[CH:11][CH:12]=1)[C:6](=[O:7])[NH:15][C:9]2=[O:8], predict the reactants needed to synthesize it. The reactants are: [F:1][C:2]1[CH:3]=[C:4]2[C:9](=O)[O:8][C:6](=[O:7])[C:5]2=[CH:11][CH:12]=1.C([NH2:15])=O. (2) Given the product [Cl:1][C:2]1[CH:3]=[C:4]2[C:8](=[CH:9][CH:10]=1)[NH:7][CH:6]=[C:5]2[CH2:11][CH2:12][NH:13][C:14](=[O:22])[C:15]1[CH:20]=[CH:19][CH:18]=[CH:17][C:16]=1[N:23]1[CH:27]=[CH:26][CH:25]=[N:24]1, predict the reactants needed to synthesize it. The reactants are: [Cl:1][C:2]1[CH:3]=[C:4]2[C:8](=[CH:9][CH:10]=1)[NH:7][CH:6]=[C:5]2[CH2:11][CH2:12][NH:13][C:14](=[O:22])[C:15]1[CH:20]=[CH:19][CH:18]=[CH:17][C:16]=1I.[NH:23]1[CH:27]=[CH:26][CH:25]=[N:24]1.C(=O)([O-])[O-].[K+].[K+]. (3) Given the product [Cl:1][C:2]1[CH:7]=[C:6]2[C:5](=[C:4]([F:17])[CH:3]=1)[NH:16][C:9]([C:10]1[CH:11]=[N:12][CH:13]=[CH:14][CH:15]=1)=[CH:8]2, predict the reactants needed to synthesize it. The reactants are: [Cl:1][C:2]1[CH:7]=[C:6]([C:8]#[C:9][C:10]2[CH:11]=[N:12][CH:13]=[CH:14][CH:15]=2)[C:5]([NH2:16])=[C:4]([F:17])[CH:3]=1.CC(C)([O-])C.[K+].O. (4) Given the product [Br:1][C:2]1[CH:3]=[CH:4][C:5]([F:21])=[C:6]([C:8]2([CH3:20])[CH2:13][C:12]3([CH2:18][CH2:17][O:16][CH2:15][CH2:14]3)[S:31][C:10]([NH2:19])=[N:9]2)[CH:7]=1, predict the reactants needed to synthesize it. The reactants are: [Br:1][C:2]1[CH:3]=[CH:4][C:5]([F:21])=[C:6]([C:8]2([CH3:20])[CH2:13][C:12]3([CH2:18][CH2:17][O:16][CH2:15][CH2:14]3)O[C:10]([NH2:19])=[N:9]2)[CH:7]=1.COC1C=CC(C[SH:31])=CC=1. (5) The reactants are: [C:1]([O:5][C:6]([NH:8][C@H:9]1[CH2:14][CH2:13][C@H:12]([C:15]([OH:17])=O)[CH2:11][CH2:10]1)=[O:7])([CH3:4])([CH3:3])[CH3:2].[C:18]([C:20]1[CH:21]=[C:22]([CH:42]=[CH:43][CH:44]=1)[CH2:23][O:24][C:25]1[CH:26]=[C:27]([NH2:41])[CH:28]=[C:29]([O:31][CH2:32][C:33]2[CH:38]=[CH:37][CH:36]=[C:35]([C:39]#[N:40])[CH:34]=2)[CH:30]=1)#[N:19]. Given the product [C:1]([O:5][C:6](=[O:7])[NH:8][CH:9]1[CH2:10][CH2:11][CH:12]([C:15](=[O:17])[NH:41][C:27]2[CH:28]=[C:29]([O:31][CH2:32][C:33]3[CH:38]=[CH:37][CH:36]=[C:35]([C:39]#[N:40])[CH:34]=3)[CH:30]=[C:25]([O:24][CH2:23][C:22]3[CH:42]=[CH:43][CH:44]=[C:20]([C:18]#[N:19])[CH:21]=3)[CH:26]=2)[CH2:13][CH2:14]1)([CH3:2])([CH3:3])[CH3:4], predict the reactants needed to synthesize it. (6) The reactants are: S(Cl)([Cl:3])=O.[ClH:5].[CH2:6]([N:13]([CH2:17][CH2:18]O)[CH2:14][CH2:15]O)[C:7]1[CH:12]=[CH:11][CH:10]=[CH:9][CH:8]=1. Given the product [ClH:3].[CH2:6]([N:13]([CH2:17][CH2:18][Cl:3])[CH2:14][CH2:15][Cl:5])[C:7]1[CH:12]=[CH:11][CH:10]=[CH:9][CH:8]=1, predict the reactants needed to synthesize it.